This data is from Forward reaction prediction with 1.9M reactions from USPTO patents (1976-2016). The task is: Predict the product of the given reaction. Given the reactants [CH2:1]([N:3]1[CH2:8][CH:7]=[C:6]([C:9]2[C:17]3[C:12](=[CH:13][CH:14]=[C:15]([NH2:18])[CH:16]=3)[NH:11][CH:10]=2)[CH2:5][CH2:4]1)[CH3:2].I.[S:20]1[CH:24]=[CH:23][CH:22]=[C:21]1[C:25](SC)=[NH:26].C([O-])(O)=O.[Na+], predict the reaction product. The product is: [CH2:1]([N:3]1[CH2:4][CH:5]=[C:6]([C:9]2[C:17]3[C:12](=[CH:13][CH:14]=[C:15]([NH:18][C:25]([C:21]4[S:20][CH:24]=[CH:23][CH:22]=4)=[NH:26])[CH:16]=3)[NH:11][CH:10]=2)[CH2:7][CH2:8]1)[CH3:2].